This data is from Reaction yield outcomes from USPTO patents with 853,638 reactions. The task is: Predict the reaction yield, written as a fraction of the theoretical maximum amount of product (1.0 means a 100% yield; for example, 0.34 means a 34% yield). (1) The reactants are Br[C:2]1[CH:11]=[N:10][C:9]2[NH:8][C:7]3[CH:12]=[CH:13][C:14]([C:16]#[N:17])=[CH:15][C:6]=3[C:5]([C:23]([F:26])([F:25])[F:24])([CH2:18][O:19][CH:20]([CH3:22])[CH3:21])[C:4]=2[CH:3]=1.CCOC(C)=O.CCCCCC.[CH3:39][N:40](C=O)C. The catalyst is [C-]#N.[C-]#N.[Zn+2].C1C=CC([P]([Pd]([P](C2C=CC=CC=2)(C2C=CC=CC=2)C2C=CC=CC=2)([P](C2C=CC=CC=2)(C2C=CC=CC=2)C2C=CC=CC=2)[P](C2C=CC=CC=2)(C2C=CC=CC=2)C2C=CC=CC=2)(C2C=CC=CC=2)C2C=CC=CC=2)=CC=1. The product is [C:39]([C:2]1[CH:11]=[N:10][C:9]2[NH:8][C:7]3[CH:12]=[CH:13][C:14]([C:16]#[N:17])=[CH:15][C:6]=3[C:5]([C:23]([F:26])([F:24])[F:25])([CH2:18][O:19][CH:20]([CH3:21])[CH3:22])[C:4]=2[CH:3]=1)#[N:40]. The yield is 0.600. (2) The reactants are [NH2:1][C:2]1[C:11]([N+:12]([O-])=O)=[C:10]([C:15]([F:18])([F:17])[F:16])[CH:9]=[CH:8][C:3]=1[C:4]([O:6][CH3:7])=[O:5].C([O-])=O.[NH4+]. The product is [NH2:1][C:2]1[C:11]([NH2:12])=[C:10]([C:15]([F:16])([F:17])[F:18])[CH:9]=[CH:8][C:3]=1[C:4]([O:6][CH3:7])=[O:5]. The catalyst is C(O)C.[Pd]. The yield is 0.990. (3) The reactants are Cl[CH2:2][CH2:3][CH2:4][CH2:5][CH:6]([C:18]1[NH:22][N:21]=[C:20]([NH:23][C:24]2[CH:29]=[CH:28][C:27]([N:30]3[CH:34]=[N:33][C:32]([CH3:35])=[N:31]3)=[C:26]([F:36])[CH:25]=2)[N:19]=1)[C:7]1[CH:12]=[CH:11][C:10]([O:13][C:14]([F:17])([F:16])[F:15])=[CH:9][CH:8]=1.[I-].[Na+]. The catalyst is CC(C)=O. The product is [F:36][C:26]1[CH:25]=[C:24]([NH:23][C:20]2[N:19]=[C:18]3[CH:6]([C:7]4[CH:12]=[CH:11][C:10]([O:13][C:14]([F:17])([F:16])[F:15])=[CH:9][CH:8]=4)[CH2:5][CH2:4][CH2:3][CH2:2][N:22]3[N:21]=2)[CH:29]=[CH:28][C:27]=1[N:30]1[CH:34]=[N:33][C:32]([CH3:35])=[N:31]1. The yield is 0.210. (4) The reactants are CCN(CC)CC.Cl.[NH:9]1[CH2:12][CH2:11][CH2:10]1.C(O[C@H:17]1[C@H:22]([N:23]=[C:24]=[S:25])[C@@H:21]([O:26][C:27](=[O:29])[CH3:28])[C@H:20]([O:30][C:31](=[O:33])[CH3:32])[C@@H:19]([CH2:34][O:35][C:36](=[O:38])[CH3:37])[O:18]1)(=O)C.C(O)(C(F)(F)F)=O.C([O-])(O)=O.[Na+]. The catalyst is C(Cl)Cl. The product is [C:31]([O:30][C@@H:20]1[C@@H:19]([CH2:34][O:35][C:36](=[O:38])[CH3:37])[O:18][C@H:17]2[C@H:22]([N:23]=[C:24]([N:9]3[CH2:12][CH2:11][CH2:10]3)[S:25]2)[C@H:21]1[O:26][C:27](=[O:29])[CH3:28])(=[O:33])[CH3:32]. The yield is 0.750. (5) The reactants are C(O[C:4]([C:6]1[S:10][C:9](/[CH:11]=[CH:12]/[C:13]2[C:14]([C:19]3[CH:24]=[CH:23][CH:22]=[CH:21][CH:20]=3)=[N:15][O:16][C:17]=2[CH3:18])=[N:8][CH:7]=1)=[O:5])C.Cl.[O:26]1[CH2:30][CH2:29][C@H:28]([NH2:31])[CH2:27]1. No catalyst specified. The product is [O:26]1[CH2:30][CH2:29][C@H:28]([NH:31][C:4]([C:6]2[S:10][C:9](/[CH:11]=[CH:12]/[C:13]3[C:14]([C:19]4[CH:20]=[CH:21][CH:22]=[CH:23][CH:24]=4)=[N:15][O:16][C:17]=3[CH3:18])=[N:8][CH:7]=2)=[O:5])[CH2:27]1. The yield is 0.890. (6) The reactants are [N+:1]([C:4]1[CH:5]=[C:6]([CH:10]=[CH:11][C:12]=1[NH:13][C:14]1[CH:19]=[CH:18][CH:17]=[CH:16][CH:15]=1)[C:7]([OH:9])=[O:8])([O-])=O.[CH2:20]([O:27][CH2:28][C:29](Cl)=O)[C:21]1[CH:26]=[CH:25][CH:24]=[CH:23][CH:22]=1. The catalyst is C1(C)C=CC=CC=1. The product is [C:14]1([N:13]2[C:12]3[CH:11]=[CH:10][C:6]([C:7]([OH:9])=[O:8])=[CH:5][C:4]=3[N:1]=[C:29]2[CH2:28][O:27][CH2:20][C:21]2[CH:26]=[CH:25][CH:24]=[CH:23][CH:22]=2)[CH:19]=[CH:18][CH:17]=[CH:16][CH:15]=1. The yield is 0.868. (7) The reactants are [C:1]([O:5][C:6](=[O:9])[CH2:7][NH2:8])([CH3:4])([CH3:3])[CH3:2].[CH3:10][C:11]([C:16]1[O:17][C:18]([CH3:21])=[CH:19][CH:20]=1)([CH3:15])[CH2:12][CH:13]=O. The catalyst is C(Cl)Cl. The product is [C:1]([O:5][C:6](=[O:9])[CH2:7]/[N:8]=[CH:13]/[CH2:12][C:11]([CH3:15])([C:16]1[O:17][C:18]([CH3:21])=[CH:19][CH:20]=1)[CH3:10])([CH3:4])([CH3:3])[CH3:2]. The yield is 1.00. (8) The reactants are [F:1][C:2]1[N:10]=[C:9]2[C:5]([N:6]=[CH:7][NH:8]2)=[C:4]([NH2:11])[N:3]=1.[C:12](Cl)([C:25]1[CH:30]=[CH:29][CH:28]=[CH:27][CH:26]=1)([C:19]1[CH:24]=[CH:23][CH:22]=[CH:21][CH:20]=1)[C:13]1[CH:18]=[CH:17][CH:16]=[CH:15][CH:14]=1. The catalyst is CN(C=O)C.N1C=CC=CC=1. The product is [F:1][C:2]1[N:10]=[C:9]2[C:5]([N:6]=[CH:7][N:8]2[C:12]([C:13]2[CH:18]=[CH:17][CH:16]=[CH:15][CH:14]=2)([C:25]2[CH:26]=[CH:27][CH:28]=[CH:29][CH:30]=2)[C:19]2[CH:20]=[CH:21][CH:22]=[CH:23][CH:24]=2)=[C:4]([NH2:11])[N:3]=1. The yield is 0.930.